This data is from Full USPTO retrosynthesis dataset with 1.9M reactions from patents (1976-2016). The task is: Predict the reactants needed to synthesize the given product. (1) The reactants are: [NH:1]1[C:9]2[C:4](=[CH:5][CH:6]=[C:7]([NH:10][C:11]3[C:12]4[CH:28]=[CH:27][N:26](S(C5C=CC(C)=CC=5)(=O)=O)[C:13]=4[N:14]=[C:15]([NH:17][C:18]4[CH:23]=[CH:22][C:21]([S:24][CH3:25])=[CH:20][CH:19]=4)[N:16]=3)[CH:8]=2)[CH:3]=[N:2]1.ClC1C=CC=C(C(OO)=O)C=1.[OH-:50].[K+]. Given the product [NH:1]1[C:9]2[C:4](=[CH:5][CH:6]=[C:7]([NH:10][C:11]3[C:12]4[CH:28]=[CH:27][NH:26][C:13]=4[N:14]=[C:15]([NH:17][C:18]4[CH:19]=[CH:20][C:21]([S:24]([CH3:25])=[O:50])=[CH:22][CH:23]=4)[N:16]=3)[CH:8]=2)[CH:3]=[N:2]1, predict the reactants needed to synthesize it. (2) Given the product [CH3:33][N:27]1[C:28](=[O:32])[C:29]([CH3:31])=[CH:30][C:25]([C:23]2[N:13]([C@H:14]([C:16]3[CH:17]=[CH:18][CH:19]=[CH:20][CH:21]=3)[CH3:15])[C:10]3[C:9]([N:22]=2)=[CH:8][C:7]2[C:6]([CH3:35])([CH3:34])[C:5](=[O:36])[N:4]([CH:1]([CH3:3])[CH3:2])[C:12]=2[CH:11]=3)=[CH:26]1, predict the reactants needed to synthesize it. The reactants are: [CH:1]([N:4]1[C:12]2[C:7](=[CH:8][C:9]([NH:22][C:23]([C:25]3[CH:30]=[C:29]([CH3:31])[C:28](=[O:32])[N:27]([CH3:33])[CH:26]=3)=O)=[C:10]([NH:13][C@H:14]([C:16]3[CH:21]=[CH:20][CH:19]=[CH:18][CH:17]=3)[CH3:15])[CH:11]=2)[C:6]([CH3:35])([CH3:34])[C:5]1=[O:36])([CH3:3])[CH3:2].